This data is from Peptide-MHC class I binding affinity with 185,985 pairs from IEDB/IMGT. The task is: Regression. Given a peptide amino acid sequence and an MHC pseudo amino acid sequence, predict their binding affinity value. This is MHC class I binding data. (1) The peptide sequence is FIPSYDFPSV. The MHC is HLA-A68:02 with pseudo-sequence HLA-A68:02. The binding affinity (normalized) is 0.600. (2) The peptide sequence is PYIEQGMML. The MHC is Patr-A0701 with pseudo-sequence Patr-A0701. The binding affinity (normalized) is 0.147. (3) The peptide sequence is ILQRLSATL. The MHC is HLA-A02:06 with pseudo-sequence HLA-A02:06. The binding affinity (normalized) is 0.332. (4) The peptide sequence is RRAARAEYL. The MHC is HLA-A32:01 with pseudo-sequence HLA-A32:01. The binding affinity (normalized) is 0.312.